This data is from Human Reference Interactome with 51,813 positive PPI pairs across 8,248 proteins, plus equal number of experimentally-validated negative pairs. The task is: Binary Classification. Given two protein amino acid sequences, predict whether they physically interact or not. Protein 1 (ENSG00000101160) has sequence MARRGPGWRPLLLLVLLAGAAQGGLYFRRGQTCYRPLRGDGLAPLGRSTYPRPHEYLSPADLPKSWDWRNVDGVNYASITRNQHIPQYCGSCWAHASTSAMADRINIKRKGAWPSTLLSVQNVIDCGNAGSCEGGNDLSVWDYAHQHGIPDETCNNYQAKDQECDKFNQCGTCNEFKECHAIRNYTLWRVGDYGSLSGREKMMAEIYANGPISCGIMATERLANYTGGIYAEYQDTTYINHVVSVAGWGISDGTEYWIVRNSWGEPWGERGWLRIVTSTYKDGKGARYNLAIEEHCTFGD.... Protein 2 (ENSG00000212899) has sequence MDCCASRGCSVPTGPATTICSSDKSCRCGVCLPSTCPHTVWLLEPTCCDNCPPPCHIPQPCVPTCFLLNSCQPTPGLETLNLTTFTQPCCEPCLPRGC*. Result: 1 (the proteins interact).